Predict the product of the given reaction. From a dataset of Forward reaction prediction with 1.9M reactions from USPTO patents (1976-2016). (1) Given the reactants [S:1](Cl)(Cl)=[O:2].[CH3:5][C:6]([CH3:11])([CH2:9][OH:10])[CH2:7][OH:8], predict the reaction product. The product is: [CH3:5][C:6]1([CH3:11])[CH2:9][O:10][S:1](=[O:2])[O:8][CH2:7]1. (2) The product is: [CH3:18][C:17]([CH3:20])([CH3:19])[CH2:16][C:15]1[N:14]=[C:13]([O:21][CH2:22][C:23]2[CH:24]=[C:25]([CH:33]=[CH:34][CH:35]=2)[O:26][CH2:27][C:28]([OH:30])=[O:29])[CH:12]=[CH:11][C:10]=1[C:3]1[CH:4]=[C:5]([O:8][CH3:9])[CH:6]=[CH:7][C:2]=1[F:1]. Given the reactants [F:1][C:2]1[CH:7]=[CH:6][C:5]([O:8][CH3:9])=[CH:4][C:3]=1[C:10]1[CH:11]=[CH:12][C:13]([O:21][CH2:22][C:23]2[CH:24]=[C:25]([CH:33]=[CH:34][CH:35]=2)[O:26][CH2:27][C:28]([O:30]CC)=[O:29])=[N:14][C:15]=1[CH2:16][C:17]([CH3:20])([CH3:19])[CH3:18].[OH-].[Na+].Cl, predict the reaction product. (3) Given the reactants [CH3:1][S:2]([O:5][CH:6]([CH:8]([C:12]1[CH:17]=[CH:16][CH:15]=[CH:14][CH:13]=1)[CH2:9][CH2:10][OH:11])[CH3:7])(=[O:4])=[O:3].C(OCC)(=O)C.C(=O)([O-])O.[Na+], predict the reaction product. The product is: [CH3:1][S:2]([O:5][CH:6]([CH:8]([C:12]1[CH:13]=[CH:14][CH:15]=[CH:16][CH:17]=1)[CH2:9][CH:10]=[O:11])[CH3:7])(=[O:4])=[O:3]. (4) Given the reactants [CH:1]1([CH2:4][C:5]([NH:7][C:8]2[N:9]=[C:10]3[CH:15]=[CH:14][C:13](I)=[N:12][N:11]3[CH:17]=2)=[O:6])[CH2:3][CH2:2]1.[NH2:18][C:19]1[CH:20]=[C:21]([OH:25])[CH:22]=[CH:23][CH:24]=1.C(=O)([O-])[O-].[K+].[K+].CN(C)C=O, predict the reaction product. The product is: [NH2:18][C:19]1[CH:20]=[C:21]([CH:22]=[CH:23][CH:24]=1)[O:25][C:13]1[CH:14]=[CH:15][C:10]2[N:11]([CH:17]=[C:8]([NH:7][C:5](=[O:6])[CH2:4][CH:1]3[CH2:3][CH2:2]3)[N:9]=2)[N:12]=1.